Dataset: Catalyst prediction with 721,799 reactions and 888 catalyst types from USPTO. Task: Predict which catalyst facilitates the given reaction. (1) Reactant: [C:1]([C:3]1[CH:4]=[CH:5][C:6]([O:13][CH3:14])=[C:7]([CH:12]=1)[C:8]([O:10][CH3:11])=[O:9])#[N:2].[N:15]([Sn](C)(C)C)=[N+:16]=[N-:17]. Product: [CH3:14][O:13][C:6]1[CH:5]=[CH:4][C:3]([C:1]2[NH:17][N:16]=[N:15][N:2]=2)=[CH:12][C:7]=1[C:8]([O:10][CH3:11])=[O:9]. The catalyst class is: 11. (2) Reactant: [Cl:1][C:2]1[N:7]=[C:6](Cl)[C:5]([Cl:9])=[CH:4][N:3]=1.[N+:10]([C:13]1[CH:14]=[C:15]([OH:19])[CH:16]=[CH:17][CH:18]=1)([O-:12])=[O:11].C([O-])([O-])=O.[K+].[K+].O. Product: [Cl:1][C:2]1[N:7]=[C:6]([O:19][C:15]2[CH:16]=[CH:17][CH:18]=[C:13]([N+:10]([O-:12])=[O:11])[CH:14]=2)[C:5]([Cl:9])=[CH:4][N:3]=1. The catalyst class is: 3. (3) Reactant: Cl[C:2]1[CH:3]=[CH:4][C:5]2[N:6]([C:8]([C:17]3[CH:22]=[CH:21][N:20]=[CH:19][CH:18]=3)=[C:9]([C:11]3[CH:16]=[CH:15][CH:14]=[CH:13][CH:12]=3)[N:10]=2)[N:7]=1.[N:23]1([CH:28]2[CH2:33][CH2:32][NH:31][CH2:30][CH2:29]2)[CH2:27][CH2:26][CH2:25][CH2:24]1. Product: [C:11]1([C:9]2[N:10]=[C:5]3[CH:4]=[CH:3][C:2]([N:31]4[CH2:32][CH2:33][CH:28]([N:23]5[CH2:27][CH2:26][CH2:25][CH2:24]5)[CH2:29][CH2:30]4)=[N:7][N:6]3[C:8]=2[C:17]2[CH:22]=[CH:21][N:20]=[CH:19][CH:18]=2)[CH:16]=[CH:15][CH:14]=[CH:13][CH:12]=1. The catalyst class is: 8. (4) Reactant: [Cl:1][C:2]1[CH:11]=[C:10]([C:12](=O)[CH3:13])[C:9]([N:15]2[CH2:19][CH2:18][C@@H:17]([OH:20])[CH2:16]2)=[C:8]2[C:3]=1[CH:4]=[CH:5][CH:6]=[N:7]2.C([O-])(=O)C.[NH4+].C([BH3-])#[N:27].[Na+]. Product: [NH2:27][CH:12]([C:10]1[C:9]([N:15]2[CH2:19][CH2:18][C@@H:17]([OH:20])[CH2:16]2)=[C:8]2[C:3]([CH:4]=[CH:5][CH:6]=[N:7]2)=[C:2]([Cl:1])[CH:11]=1)[CH3:13]. The catalyst class is: 449. (5) Reactant: [C:1]([NH:4][C:5]1[N:9]([C:10]2[CH:15]=[C:14]([S:16][CH2:17][C:18]([F:21])([F:20])[F:19])[C:13]([CH3:22])=[CH:12][C:11]=2[F:23])[N:8]=[C:7]([O:24][C:25]([F:34])([F:33])[C:26]([F:32])([F:31])[C:27]([F:30])([F:29])[F:28])[CH:6]=1)(=[O:3])[CH3:2].ClC1C=CC=C(C(OO)=[O:43])C=1. Product: [C:1]([NH:4][C:5]1[N:9]([C:10]2[CH:15]=[C:14]([S:16]([CH2:17][C:18]([F:20])([F:21])[F:19])=[O:43])[C:13]([CH3:22])=[CH:12][C:11]=2[F:23])[N:8]=[C:7]([O:24][C:25]([F:34])([F:33])[C:26]([F:31])([F:32])[C:27]([F:28])([F:29])[F:30])[CH:6]=1)(=[O:3])[CH3:2]. The catalyst class is: 22.